This data is from NCI-60 drug combinations with 297,098 pairs across 59 cell lines. The task is: Regression. Given two drug SMILES strings and cell line genomic features, predict the synergy score measuring deviation from expected non-interaction effect. (1) Drug 1: C1CCN(CC1)CCOC2=CC=C(C=C2)C(=O)C3=C(SC4=C3C=CC(=C4)O)C5=CC=C(C=C5)O. Drug 2: CS(=O)(=O)C1=CC(=C(C=C1)C(=O)NC2=CC(=C(C=C2)Cl)C3=CC=CC=N3)Cl. Cell line: IGROV1. Synergy scores: CSS=1.96, Synergy_ZIP=5.81, Synergy_Bliss=1.63, Synergy_Loewe=0.669, Synergy_HSA=0.598. (2) Drug 1: CCN(CC)CCNC(=O)C1=C(NC(=C1C)C=C2C3=C(C=CC(=C3)F)NC2=O)C. Drug 2: CC(C)(C#N)C1=CC(=CC(=C1)CN2C=NC=N2)C(C)(C)C#N. Cell line: CAKI-1. Synergy scores: CSS=4.29, Synergy_ZIP=-2.87, Synergy_Bliss=-1.16, Synergy_Loewe=-5.13, Synergy_HSA=-4.82. (3) Drug 1: CN1CCC(CC1)COC2=C(C=C3C(=C2)N=CN=C3NC4=C(C=C(C=C4)Br)F)OC. Drug 2: C1=CC(=CC=C1CC(C(=O)O)N)N(CCCl)CCCl.Cl. Cell line: TK-10. Synergy scores: CSS=17.4, Synergy_ZIP=-3.19, Synergy_Bliss=2.25, Synergy_Loewe=-10.1, Synergy_HSA=0.338. (4) Drug 1: CCCCC(=O)OCC(=O)C1(CC(C2=C(C1)C(=C3C(=C2O)C(=O)C4=C(C3=O)C=CC=C4OC)O)OC5CC(C(C(O5)C)O)NC(=O)C(F)(F)F)O. Drug 2: COCCOC1=C(C=C2C(=C1)C(=NC=N2)NC3=CC=CC(=C3)C#C)OCCOC.Cl. Cell line: SK-MEL-5. Synergy scores: CSS=51.2, Synergy_ZIP=-1.32, Synergy_Bliss=0.288, Synergy_Loewe=-3.06, Synergy_HSA=1.48. (5) Drug 1: CC12CCC(CC1=CCC3C2CCC4(C3CC=C4C5=CN=CC=C5)C)O. Drug 2: CN1CCC(CC1)COC2=C(C=C3C(=C2)N=CN=C3NC4=C(C=C(C=C4)Br)F)OC. Cell line: T-47D. Synergy scores: CSS=10.5, Synergy_ZIP=-4.09, Synergy_Bliss=1.73, Synergy_Loewe=0.495, Synergy_HSA=2.14. (6) Synergy scores: CSS=53.9, Synergy_ZIP=-1.86, Synergy_Bliss=-0.125, Synergy_Loewe=-2.52, Synergy_HSA=-0.0499. Cell line: ACHN. Drug 1: CC1OCC2C(O1)C(C(C(O2)OC3C4COC(=O)C4C(C5=CC6=C(C=C35)OCO6)C7=CC(=C(C(=C7)OC)O)OC)O)O. Drug 2: CCN(CC)CCNC(=O)C1=C(NC(=C1C)C=C2C3=C(C=CC(=C3)F)NC2=O)C. (7) Drug 1: CC1C(C(CC(O1)OC2CC(CC3=C2C(=C4C(=C3O)C(=O)C5=C(C4=O)C(=CC=C5)OC)O)(C(=O)CO)O)N)O.Cl. Drug 2: CC12CCC3C(C1CCC2OP(=O)(O)O)CCC4=C3C=CC(=C4)OC(=O)N(CCCl)CCCl.[Na+]. Cell line: SR. Synergy scores: CSS=40.0, Synergy_ZIP=-8.86, Synergy_Bliss=-19.2, Synergy_Loewe=-40.8, Synergy_HSA=-20.0.